From a dataset of Catalyst prediction with 721,799 reactions and 888 catalyst types from USPTO. Predict which catalyst facilitates the given reaction. (1) Reactant: [Cl:1][C:2]1[C:3]([O:11][CH3:12])=[CH:4][C:5]([OH:10])=[C:6]([CH:9]=1)[CH:7]=[O:8].[C:13]1([Mg]Br)[CH:18]=[CH:17][CH:16]=[CH:15][CH:14]=1. Product: [Cl:1][C:2]1[C:3]([O:11][CH3:12])=[CH:4][C:5]([OH:10])=[C:6]([CH:7]([OH:8])[C:13]2[CH:18]=[CH:17][CH:16]=[CH:15][CH:14]=2)[CH:9]=1. The catalyst class is: 1. (2) Reactant: [F:1][C:2]1[CH:7]=[C:6]([N:8]2[CH2:12][CH:11]([CH2:13][NH:14][C:15](=[O:17])[CH3:16])[O:10][C:9]2=[O:18])[CH:5]=[CH:4][C:3]=1[C:19]1[CH:24]=[CH:23][C:22]([CH2:25][OH:26])=[CH:21][CH:20]=1.C(N(CC)CC)C.[CH3:34][S:35](Cl)(=[O:37])=[O:36].O. Product: [C:15]([NH:14][CH2:13][CH:11]1[O:10][C:9](=[O:18])[N:8]([C:6]2[CH:5]=[CH:4][C:3]([C:19]3[CH:24]=[CH:23][C:22]([CH2:25][O:26][S:35]([CH3:34])(=[O:37])=[O:36])=[CH:21][CH:20]=3)=[C:2]([F:1])[CH:7]=2)[CH2:12]1)(=[O:17])[CH3:16]. The catalyst class is: 2.